From a dataset of Full USPTO retrosynthesis dataset with 1.9M reactions from patents (1976-2016). Predict the reactants needed to synthesize the given product. (1) Given the product [F:19][C:20]1[CH:25]=[CH:24][C:23]([C:26]#[C:27][C:2]2[CH:3]=[CH:4][C:5]3[N:6]([N:8]=[C:9]([C:11]([N:13]4[CH2:18][CH2:17][CH2:16][CH2:15][CH2:14]4)=[O:12])[N:10]=3)[CH:7]=2)=[CH:22][CH:21]=1, predict the reactants needed to synthesize it. The reactants are: Br[C:2]1[CH:3]=[CH:4][C:5]2[N:6]([N:8]=[C:9]([C:11]([N:13]3[CH2:18][CH2:17][CH2:16][CH2:15][CH2:14]3)=[O:12])[N:10]=2)[CH:7]=1.[F:19][C:20]1[CH:25]=[CH:24][C:23]([C:26]#[CH:27])=[CH:22][CH:21]=1. (2) Given the product [CH2:31]([N:18]1[C:19](=[O:30])[C:20]2[NH:21][C:13]([C:11]3[CH:12]=[N:8][NH:9][CH:10]=3)=[N:14][C:15]=2[N:16]=[CH:17]1)[CH2:32][CH3:33], predict the reactants needed to synthesize it. The reactants are: C([N:8]1[CH:12]=[C:11]([C:13]2[N:21](COCC[Si](C)(C)C)[C:20]3[C:19](=[O:30])[N:18]([CH2:31][CH2:32][CH3:33])[C:17](Cl)=[N:16][C:15]=3[N:14]=2)[CH:10]=[N:9]1)C1C=CC=CC=1.C1CCCCC=1. (3) Given the product [N:22]1([C:2]2[CH:3]=[C:4]([CH2:8][O:9][C:10]3[CH:15]=[CH:14][C:13]([CH2:16][CH2:17][C:18]([O:20][CH3:21])=[O:19])=[CH:12][CH:11]=3)[CH:5]=[CH:6][CH:7]=2)[CH:26]=[CH:25][CH:24]=[CH:23]1, predict the reactants needed to synthesize it. The reactants are: Br[C:2]1[CH:3]=[C:4]([CH2:8][O:9][C:10]2[CH:15]=[CH:14][C:13]([CH2:16][CH2:17][C:18]([O:20][CH3:21])=[O:19])=[CH:12][CH:11]=2)[CH:5]=[CH:6][CH:7]=1.[NH:22]1[CH:26]=[CH:25][CH:24]=[CH:23]1.C(P(C(C)(C)C)C(C)(C)C)(C)(C)C.C(=O)([O-])[O-].[Cs+].[Cs+]. (4) Given the product [NH2:1][C:2]1[N:3]=[C:4]([C:13]2[CH:18]=[CH:17][CH:16]=[CH:15][N:14]=2)[C:5]([C:11]#[N:12])=[C:6]([O:19][CH2:20][CH2:21][C:22]2[CH:27]=[CH:26][CH:25]=[CH:24][N:23]=2)[N:7]=1, predict the reactants needed to synthesize it. The reactants are: [NH2:1][C:2]1[N:7]=[C:6](S(C)=O)[C:5]([C:11]#[N:12])=[C:4]([C:13]2[CH:18]=[CH:17][CH:16]=[CH:15][N:14]=2)[N:3]=1.[OH:19][CH2:20][CH2:21][C:22]1[CH:27]=[CH:26][CH:25]=[CH:24][N:23]=1.C1CCN2C(=NCCC2)CC1. (5) Given the product [C:1]([C:3]1([C:4]([O:6][CH3:7])=[O:5])[CH2:16][CH2:15]1)#[N:2], predict the reactants needed to synthesize it. The reactants are: [C:1]([CH2:3][C:4]([O:6][CH3:7])=[O:5])#[N:2].C(=O)([O-])[O-].[K+].[K+].Br[CH2:15][CH2:16]Br. (6) Given the product [NH:7]1[CH2:8][CH:9]=[C:10]([C:13]2[CH:25]=[CH:24][C:16]([CH2:17][C@@H:18]([C:20]([O:22][CH3:23])=[O:21])[NH2:19])=[CH:15][CH:14]=2)[CH2:11][CH2:12]1, predict the reactants needed to synthesize it. The reactants are: C(=O)([O-])[O-].Cl.Cl.[NH:7]1[CH2:12][CH:11]=[C:10]([C:13]2[CH:25]=[CH:24][C:16]([CH2:17][C@@H:18]([C:20]([O:22][CH3:23])=[O:21])[NH2:19])=[CH:15][CH:14]=2)[CH2:9][CH2:8]1.